Dataset: Forward reaction prediction with 1.9M reactions from USPTO patents (1976-2016). Task: Predict the product of the given reaction. The product is: [N+:18]([C:21]1[CH:22]=[C:23]([CH:26]=[C:10]2[C:11]3[C:16](=[CH:15][CH:14]=[CH:13][CH:12]=3)[C:7](=[O:38])[O:17]2)[S:24][CH:25]=1)([O-:20])=[O:19]. Given the reactants COP([C:7]1[C:16]2[C:11](=[CH:12][CH:13]=[CH:14][CH:15]=2)[C:10](=[O:17])NN=1)(=O)OC.[N+:18]([C:21]1[CH:22]=[C:23]([CH:26]=O)[S:24][CH:25]=1)([O-:20])=[O:19].C(N(CC)CC)C.C1C[O:38]CC1, predict the reaction product.